Dataset: Full USPTO retrosynthesis dataset with 1.9M reactions from patents (1976-2016). Task: Predict the reactants needed to synthesize the given product. Given the product [Cl:8][C:9]1[CH:14]=[CH:13][C:12]([CH:15]([C:44]2[CH:43]=[CH:42][C:41]3[C:46](=[CH:47][CH:48]=[C:39]([O:38][CH3:37])[CH:40]=3)[CH:45]=2)[C@@H:16]([C:20]2[CH:35]=[CH:34][C:23]([C:24]([NH:26][CH2:27][CH2:28][C:29]([O:31][CH2:32][CH3:33])=[O:30])=[O:25])=[CH:22][CH:21]=2)[CH2:17][CH2:18][CH3:19])=[CH:11][CH:10]=1, predict the reactants needed to synthesize it. The reactants are: FC(F)(F)C(O)=O.[Cl:8][C:9]1[CH:14]=[CH:13][C:12]([C@H:15](O)[C@@H:16]([C:20]2[CH:35]=[CH:34][C:23]([C:24]([NH:26][CH2:27][CH2:28][C:29]([O:31][CH2:32][CH3:33])=[O:30])=[O:25])=[CH:22][CH:21]=2)[CH2:17][CH2:18][CH3:19])=[CH:11][CH:10]=1.[CH3:37][O:38][C:39]1[CH:48]=[CH:47][C:46]2[C:41](=[CH:42][CH:43]=[CH:44][CH:45]=2)[CH:40]=1.